This data is from Catalyst prediction with 721,799 reactions and 888 catalyst types from USPTO. The task is: Predict which catalyst facilitates the given reaction. (1) Reactant: C(OP([CH2:9][C:10]([O:12][CH2:13][CH3:14])=[O:11])(OCC)=O)C.[H-].[Na+].[CH2:17]([O:24][C:25]1[CH:26]=[C:27]2[C:31](=[CH:32][CH:33]=1)[N:30]1[CH2:34][CH2:35][CH2:36][C:37](=O)[C:29]1=[CH:28]2)[C:18]1[CH:23]=[CH:22][CH:21]=[CH:20][CH:19]=1.[NH4+].[Cl-]. Product: [CH2:17]([O:24][C:25]1[CH:26]=[C:27]2[C:31](=[CH:32][CH:33]=1)[N:30]1[CH2:34][CH2:35][CH2:36][C:37](=[CH:9][C:10]([O:12][CH2:13][CH3:14])=[O:11])[C:29]1=[CH:28]2)[C:18]1[CH:23]=[CH:22][CH:21]=[CH:20][CH:19]=1. The catalyst class is: 3. (2) Reactant: C([O:8][C:9]1[N:10]=[N:11][C:12]([C:23]#[C:24][CH:25]2[CH2:29][CH2:28][CH2:27][CH2:26]2)=[CH:13][C:14]=1[O:15]CC1C=CC=CC=1)C1C=CC=CC=1. Product: [CH:25]1([CH2:24][CH2:23][C:12]2[CH:13]=[C:14]([OH:15])[C:9](=[O:8])[NH:10][N:11]=2)[CH2:29][CH2:28][CH2:27][CH2:26]1. The catalyst class is: 111. (3) Reactant: C([O:3][C:4](=[O:40])[CH2:5][CH2:6][CH2:7][O:8][C:9]1[CH:14]=[CH:13][C:12]([C:15]([N:17]2[C:26]3[C:21](=[CH:22][CH:23]=[CH:24][CH:25]=3)[C@H:20]([N:27]([C:32]3[CH:37]=[CH:36][C:35]([Cl:38])=[CH:34][CH:33]=3)[C:28](=[O:31])[CH2:29][CH3:30])[CH2:19][C@@H:18]2[CH3:39])=[O:16])=[CH:11][CH:10]=1)C.C(=O)([O-])[O-].[K+].[K+]. Product: [Cl:38][C:35]1[CH:34]=[CH:33][C:32]([N:27]([C:28](=[O:31])[CH2:29][CH3:30])[C@H:20]2[C:21]3[C:26](=[CH:25][CH:24]=[CH:23][CH:22]=3)[N:17]([C:15]([C:12]3[CH:11]=[CH:10][C:9]([O:8][CH2:7][CH2:6][CH2:5][C:4]([OH:40])=[O:3])=[CH:14][CH:13]=3)=[O:16])[C@@H:18]([CH3:39])[CH2:19]2)=[CH:37][CH:36]=1. The catalyst class is: 72.